From a dataset of Forward reaction prediction with 1.9M reactions from USPTO patents (1976-2016). Predict the product of the given reaction. (1) Given the reactants [Br:1][C:2]1[CH:7]=[C:6]([CH2:8][C:9]2[CH:14]=[CH:13][C:12]([CH2:15][CH3:16])=[CH:11][CH:10]=2)[C:5]([Cl:17])=[CH:4][C:3]=1[O:18]C.B(Br)(Br)Br, predict the reaction product. The product is: [Br:1][C:2]1[CH:7]=[C:6]([CH2:8][C:9]2[CH:14]=[CH:13][C:12]([CH2:15][CH3:16])=[CH:11][CH:10]=2)[C:5]([Cl:17])=[CH:4][C:3]=1[OH:18]. (2) Given the reactants [Br:1][C:2]1[CH:7]=[CH:6][C:5]([CH:8](Br)[CH2:9][CH2:10][CH2:11]Br)=[CH:4][CH:3]=1.[C:14]([O:18][C:19]([N:21]1[CH2:25][C:24](=[O:26])[N:23]([C:27]2[CH:32]=[C:31]([Cl:33])[CH:30]=[C:29]([Cl:34])[CH:28]=2)[C:22]1=[S:35])=[O:20])([CH3:17])([CH3:16])[CH3:15], predict the reaction product. The product is: [C:14]([O:18][C:19]([N:21]1[C@@:25]2([CH2:11][CH2:10][CH2:9][C@H:8]2[C:5]2[CH:4]=[CH:3][C:2]([Br:1])=[CH:7][CH:6]=2)[C:24](=[O:26])[N:23]([C:27]2[CH:32]=[C:31]([Cl:33])[CH:30]=[C:29]([Cl:34])[CH:28]=2)[C:22]1=[S:35])=[O:20])([CH3:17])([CH3:15])[CH3:16]. (3) Given the reactants [C:1]([C:3]1[CH:4]=[N:5][CH:6]=[C:7]([CH:10]=1)[C:8]#[N:9])#[CH:2].[Cl:11][C:12]1[CH:17]=[CH:16][CH:15]=[CH:14][C:13]=1I.C(N(CC)CC)C, predict the reaction product. The product is: [Cl:11][C:12]1[CH:17]=[CH:16][CH:15]=[CH:14][C:13]=1[C:2]#[C:1][C:3]1[CH:4]=[N:5][CH:6]=[C:7]([CH:10]=1)[C:8]#[N:9]. (4) Given the reactants Cl[C:2]1[CH:7]=[CH:6][N:5]=[CH:4][C:3]=1[N+:8]([O-:10])=[O:9].[CH3:11][C:12]1[CH:13]=[C:14]([CH:17]=[CH:18][CH:19]=1)[CH2:15][OH:16], predict the reaction product. The product is: [CH3:11][C:12]1[CH:13]=[C:14]([CH:17]=[CH:18][CH:19]=1)[CH2:15][O:16][C:2]1[CH:7]=[CH:6][N:5]=[CH:4][C:3]=1[N+:8]([O-:10])=[O:9]. (5) Given the reactants [Cl:1][C:2]1[N:3]=[C:4](Cl)[C:5]2[CH:10]=[C:9]([CH3:11])[S:8][C:6]=2[N:7]=1.[CH2:13]([NH2:21])[CH2:14][C:15]1[CH:20]=[CH:19][CH:18]=[CH:17][CH:16]=1.C(=O)([O-])[O-].[K+].[K+].O, predict the reaction product. The product is: [Cl:1][C:2]1[N:3]=[C:4]([NH:21][CH2:13][CH2:14][C:15]2[CH:20]=[CH:19][CH:18]=[CH:17][CH:16]=2)[C:5]2[CH:10]=[C:9]([CH3:11])[S:8][C:6]=2[N:7]=1. (6) The product is: [ClH:1].[ClH:1].[CH3:3][C:4]1[CH:5]=[C:6]([O:19][S:20]([C:23]2[CH:28]=[CH:27][CH:26]=[CH:25][C:24]=2[S:29]([NH:32][CH2:33][C:34]2[C:35]([CH2:42][CH3:44])=[CH:36][N:37]=[CH:38][CH:39]=2)(=[O:30])=[O:31])(=[O:21])=[O:22])[CH:7]=[C:8]([CH:18]=1)[O:9][CH2:10][CH2:11][CH2:12][O:13][NH:14][C:15]([NH2:17])=[NH:16]. Given the reactants [ClH:1].Cl.[CH3:3][C:4]1[CH:5]=[C:6]([O:19][S:20]([C:23]2[CH:28]=[CH:27][CH:26]=[CH:25][C:24]=2[S:29]([N:32](CC)[CH2:33][C:34]2[CH:39]=[CH:38][N:37]=[CH:36][CH:35]=2)(=[O:31])=[O:30])(=[O:22])=[O:21])[CH:7]=[C:8]([CH:18]=1)[O:9][CH2:10][CH2:11][CH2:12][O:13][NH:14][C:15]([NH2:17])=[NH:16].[C:42]([C:44](=CC1C=CC(O)=CC=1)C(O)=O)#N, predict the reaction product. (7) Given the reactants [Cl:1][C:2]1[C:7]([C:8]2[C:9](=[O:25])[N:10]([CH2:23][CH3:24])[C:11]3[C:16]([CH:17]=2)=[CH:15][N:14]=[C:13]([NH:18][CH2:19][CH2:20][O:21][CH3:22])[CH:12]=3)=[CH:6][C:5]([NH:26][C:27]([NH:29][C:30]2[CH:35]=[CH:34][C:33]([F:36])=[CH:32][CH:31]=2)=[O:28])=[C:4]([F:37])[CH:3]=1.[CH3:38][S:39]([OH:42])(=[O:41])=[O:40], predict the reaction product. The product is: [CH3:38][S:39]([OH:42])(=[O:41])=[O:40].[Cl:1][C:2]1[C:7]([C:8]2[C:9](=[O:25])[N:10]([CH2:23][CH3:24])[C:11]3[C:16]([CH:17]=2)=[CH:15][N:14]=[C:13]([NH:18][CH2:19][CH2:20][O:21][CH3:22])[CH:12]=3)=[CH:6][C:5]([NH:26][C:27]([NH:29][C:30]2[CH:35]=[CH:34][C:33]([F:36])=[CH:32][CH:31]=2)=[O:28])=[C:4]([F:37])[CH:3]=1. (8) Given the reactants C([C:5]1[CH:6]=[C:7]([CH:12]=[C:13]([CH3:15])[N:14]=1)[C:8]([NH:10][NH2:11])=[O:9])C(C)C.[CH2:16]([N:18](CC)[C:19]1[CH:20]=C(C=C(C)N=1)C(O)=O)[CH3:17], predict the reaction product. The product is: [CH2:16]([N:18]([CH2:19][CH3:20])[C:5]1[CH:6]=[C:7]([CH:12]=[C:13]([CH3:15])[N:14]=1)[C:8]([NH:10][NH2:11])=[O:9])[CH3:17].